This data is from Full USPTO retrosynthesis dataset with 1.9M reactions from patents (1976-2016). The task is: Predict the reactants needed to synthesize the given product. Given the product [O:16]=[S:4]1[CH2:5][CH2:6][N:1]([C:7]2[N:12]=[CH:11][C:10]([C:13]#[N:14])=[CH:9][CH:8]=2)[CH2:2][CH2:3]1, predict the reactants needed to synthesize it. The reactants are: [N:1]1([C:7]2[N:12]=[CH:11][C:10]([C:13]#[N:14])=[CH:9][CH:8]=2)[CH2:6][CH2:5][S:4][CH2:3][CH2:2]1.I(O)(=O)(=O)=[O:16].